This data is from Reaction yield outcomes from USPTO patents with 853,638 reactions. The task is: Predict the reaction yield, written as a fraction of the theoretical maximum amount of product (1.0 means a 100% yield; for example, 0.34 means a 34% yield). (1) The reactants are [CH:1]1([C:7]2[CH:32]=[CH:31][CH:30]=[C:29]3[C:8]=2[CH:9]=[C:10]2[C:16]4[CH:17]=[C:18]([C:21]([O:23]C)=[O:22])[CH:19]=[CH:20][C:15]=4[N:14]4[CH2:25][C:26]([CH3:28])=[N:27][C:13]4=[CH:12][N:11]23)[CH2:6][CH2:5][CH2:4][CH2:3][CH2:2]1.[OH-].[Na+].Cl. The catalyst is C1COCC1.CO. The product is [CH:1]1([C:7]2[CH:32]=[CH:31][CH:30]=[C:29]3[C:8]=2[CH:9]=[C:10]2[C:16]4[CH:17]=[C:18]([C:21]([OH:23])=[O:22])[CH:19]=[CH:20][C:15]=4[N:14]4[CH2:25][C:26]([CH3:28])=[N:27][C:13]4=[CH:12][N:11]23)[CH2:2][CH2:3][CH2:4][CH2:5][CH2:6]1. The yield is 0.860. (2) The reactants are C(N)(C)C.C([Li])CCC.[Li+].CC([N-]C(C)C)C.[CH3:18][O:19][C:20]([CH:22]1[CH2:27][CH2:26][N:25]([C:28]([O:30][C:31]([CH3:34])([CH3:33])[CH3:32])=[O:29])[CH2:24][CH2:23]1)=[O:21].[Cl:35][C:36]1[CH:43]=[CH:42][C:39]([CH2:40]Cl)=[CH:38][CH:37]=1.[Cl-].[NH4+]. The catalyst is C1COCC1.CN(P(N(C)C)(N(C)C)=O)C. The product is [CH3:18][O:19][C:20]([C:22]1([CH2:40][C:39]2[CH:42]=[CH:43][C:36]([Cl:35])=[CH:37][CH:38]=2)[CH2:23][CH2:24][N:25]([C:28]([O:30][C:31]([CH3:34])([CH3:33])[CH3:32])=[O:29])[CH2:26][CH2:27]1)=[O:21]. The yield is 0.340. (3) The reactants are [NH:1]1[CH:5]=[CH:4][N:3]=[C:2]1[C:6]([OH:8])=O.[F:9][C:10]1[CH:11]=[C:12]([CH:14]=[C:15]([F:17])[CH:16]=1)[NH2:13].C1C=CC2N(O)N=NC=2C=1. The catalyst is CN(C=O)C. The product is [F:9][C:10]1[CH:11]=[C:12]([NH:13][C:6]([C:2]2[NH:1][CH:5]=[CH:4][N:3]=2)=[O:8])[CH:14]=[C:15]([F:17])[CH:16]=1. The yield is 0.550. (4) The reactants are [N+:1]([C:4]1[CH:9]=[CH:8][C:7]([C:10]2[O:14][CH:13]=[N:12][CH:11]=2)=[C:6]([O:15][CH3:16])[CH:5]=1)([O-])=O. The product is [NH2:1][C:4]1[CH:9]=[CH:8][C:7]([C:10]2[O:14][CH:13]=[N:12][CH:11]=2)=[C:6]([O:15][CH3:16])[CH:5]=1. The catalyst is [Pd].CCO. The yield is 0.950. (5) The reactants are [Li][CH2:2][CH2:3][CH2:4][CH3:5].[CH3:6][O:7][C:8]1[CH:9]=[C:10]2[C:15](=[CH:16][CH:17]=1)[C:14]([O:18][C:19]1[CH:26]=[CH:25]C(C=O)=[CH:21][CH:20]=1)=[C:13]([C:27]1[CH:31]=[CH:30][S:29][CH:28]=1)[C:12]([CH3:32])=[CH:11]2.[CH3:33][C:34](C)=[O:35].C(=O)=[O:38]. The catalyst is C1COCC1. The product is [CH2:34]([O:35][C:2](=[O:38])[CH:3]=[CH:4][C:5]1[CH:25]=[CH:26][C:19]([O:18][C:14]2[C:15]3[C:10](=[CH:9][C:8]([O:7][CH3:6])=[CH:17][CH:16]=3)[CH:11]=[C:12]([CH3:32])[C:13]=2[C:27]2[CH:31]=[CH:30][S:29][CH:28]=2)=[CH:20][CH:21]=1)[CH3:33]. The yield is 0.750. (6) The reactants are [C:1]([C:3]1([C:9]2[CH:10]=[C:11]([CH:16]=[CH:17][CH:18]=2)[C:12]([O:14]C)=[O:13])[CH2:8][CH2:7][CH2:6][CH2:5][CH2:4]1)#[N:2].O.[OH-].[Li+].O1CCCC1.CO. The catalyst is O. The product is [C:1]([C:3]1([C:9]2[CH:10]=[C:11]([CH:16]=[CH:17][CH:18]=2)[C:12]([OH:14])=[O:13])[CH2:8][CH2:7][CH2:6][CH2:5][CH2:4]1)#[N:2]. The yield is 0.880. (7) The reactants are [O:1]1[CH2:5][CH2:4][CH:3]([CH2:6][OH:7])[CH2:2]1.O[C:9]1[CH:18]=[CH:17][C:12]([C:13]([O:15]C)=[O:14])=[CH:11][CH:10]=1.C1(P(C2C=CC=CC=2)C2C=CC=CC=2)C=CC=CC=1.N(C(OCC)=O)=NC(OCC)=O.[OH-].[Na+]. The catalyst is O1CCCC1.C1(C)C=CC=CC=1.CO. The product is [O:1]1[CH2:5][CH2:4][CH:3]([CH2:6][O:7][C:9]2[CH:18]=[CH:17][C:12]([C:13]([OH:15])=[O:14])=[CH:11][CH:10]=2)[CH2:2]1. The yield is 0.480.